Dataset: Full USPTO retrosynthesis dataset with 1.9M reactions from patents (1976-2016). Task: Predict the reactants needed to synthesize the given product. (1) Given the product [CH3:1][O:2][C:3](=[O:16])[CH2:4][O:5][C:6]1[CH:11]=[CH:10][C:9]([CH2:12][O:13][C:17](=[O:19])[CH3:18])=[CH:8][C:7]=1[O:14][CH3:15], predict the reactants needed to synthesize it. The reactants are: [CH3:1][O:2][C:3](=[O:16])[CH2:4][O:5][C:6]1[CH:11]=[CH:10][C:9]([CH2:12][OH:13])=[CH:8][C:7]=1[O:14][CH3:15].[C:17](OC(=O)C)(=[O:19])[CH3:18]. (2) Given the product [CH2:1]([CH:6]1[CH2:11][CH2:10][C:9]([C:13]2[CH:18]=[CH:17][CH:16]=[C:15]([F:19])[C:14]=2[F:20])=[CH:8][CH2:7]1)[CH2:2][CH2:3][CH2:4][CH3:5], predict the reactants needed to synthesize it. The reactants are: [CH2:1]([CH:6]1[CH2:11][CH2:10][C:9]([C:13]2[CH:18]=[CH:17][CH:16]=[C:15]([F:19])[C:14]=2[F:20])(O)[CH2:8][CH2:7]1)[CH2:2][CH2:3][CH2:4][CH3:5].C1(C)C=CC(S(O)(=O)=O)=CC=1.C1(C)C=CC=CC=1. (3) Given the product [Br:38][C:39]1[N:44]=[C:43]([C:45](=[O:48])[NH:46][CH3:47])[C:42]([NH:49][C:50]2[C:55]([C:56]([F:59])([F:57])[F:58])=[CH:54][N:53]=[C:52]([NH:60][C:61]3[CH:75]=[CH:74][C:64]([CH2:65][CH2:66][CH:67]([PH:69](=[O:70])[OH:73])[CH3:68])=[CH:63][C:62]=3[O:76][CH3:77])[N:51]=2)=[CH:41][CH:40]=1, predict the reactants needed to synthesize it. The reactants are: BrC1N=C(C(=O)NC)C(NC2C(C(F)(F)F)=CN=C(NC3C=CC(CCCP(=O)O)=CC=3OC)N=2)=CC=1.[Br:38][C:39]1[N:44]=[C:43]([C:45](=[O:48])[NH:46][CH3:47])[C:42]([NH:49][C:50]2[C:55]([C:56]([F:59])([F:58])[F:57])=[CH:54][N:53]=[C:52]([NH:60][C:61]3[CH:75]=[CH:74][C:64]([CH2:65][CH2:66][CH:67]([PH:69](=[O:73])[O:70]CC)[CH3:68])=[CH:63][C:62]=3[O:76][CH3:77])[N:51]=2)=[CH:41][CH:40]=1. (4) Given the product [CH2:18]([O:20][C:21]([C:23]1[C:27]([C:28]([O:30][CH2:31][CH3:32])=[O:29])=[C:26]([N:33]=[CH:9][C:7]2[S:8][C:4]([N+:1]([O-:3])=[O:2])=[CH:5][CH:6]=2)[S:25][C:24]=1[NH2:34])=[O:22])[CH3:19], predict the reactants needed to synthesize it. The reactants are: [N+:1]([C:4]1[S:8][C:7]([CH:9]=O)=[CH:6][CH:5]=1)([O-:3])=[O:2].C(O)(C(F)(F)F)=O.[CH2:18]([O:20][C:21]([C:23]1[C:27]([C:28]([O:30][CH2:31][CH3:32])=[O:29])=[C:26]([NH2:33])[S:25][C:24]=1[NH2:34])=[O:22])[CH3:19]. (5) Given the product [CH2:28]([O:30][CH2:31][CH2:32][NH:33][C:11]([C:9]1[CH:8]=[CH:7][C:6]2[N:2]([CH3:1])[C:3]([NH:14][C:15]3[S:16][C:17]4[CH:23]=[C:22]([C:24]([F:25])([F:26])[F:27])[CH:21]=[CH:20][C:18]=4[N:19]=3)=[N:4][C:5]=2[CH:10]=1)=[O:12])[CH3:29], predict the reactants needed to synthesize it. The reactants are: [CH3:1][N:2]1[C:6]2[CH:7]=[CH:8][C:9]([C:11](O)=[O:12])=[CH:10][C:5]=2[N:4]=[C:3]1[NH:14][C:15]1[S:16][C:17]2[CH:23]=[C:22]([C:24]([F:27])([F:26])[F:25])[CH:21]=[CH:20][C:18]=2[N:19]=1.[CH2:28]([O:30][CH2:31][CH2:32][NH2:33])[CH3:29].CN(C(ON1N=NC2C=CC=CC1=2)=[N+](C)C)C.F[P-](F)(F)(F)(F)F.CCN(C(C)C)C(C)C. (6) Given the product [OH:7][C:4]1[CH:5]=[CH:6][C:1]([O:8][C:10](=[O:11])[NH:9][CH2:12][CH3:13])=[CH:2][CH:3]=1, predict the reactants needed to synthesize it. The reactants are: [C:1]1([OH:8])[CH:6]=[CH:5][C:4]([OH:7])=[CH:3][CH:2]=1.[N:9]([CH2:12][CH3:13])=[C:10]=[O:11].C(N(CC)CC)C. (7) The reactants are: [OH:1][NH:2][C:3]([C:5]1[C:10]([CH3:11])=[CH:9][CH:8]=[CH:7][N:6]=1)=[NH:4].[OH:12][CH2:13][CH2:14][O:15][C:16]1[CH:17]=[C:18]([OH:25])[C:19](=[CH:23][CH:24]=1)[C:20](O)=O. Given the product [OH:12][CH2:13][CH2:14][O:15][C:16]1[CH:24]=[CH:23][C:19]([C:20]2[O:1][N:2]=[C:3]([C:5]3[C:10]([CH3:11])=[CH:9][CH:8]=[CH:7][N:6]=3)[N:4]=2)=[C:18]([OH:25])[CH:17]=1, predict the reactants needed to synthesize it.